This data is from Forward reaction prediction with 1.9M reactions from USPTO patents (1976-2016). The task is: Predict the product of the given reaction. Given the reactants F[C:2]1[CH:7]=[CH:6][C:5]([N+:8]([O-:10])=[O:9])=[CH:4][CH:3]=1.[C:11]([C:13]([C:16]1[CH:17]=[C:18]([CH:30]=[CH:31][CH:32]=1)[C:19]([NH:21][C:22]1[CH:27]=[C:26]([OH:28])[CH:25]=[CH:24][C:23]=1[CH3:29])=[O:20])([CH3:15])[CH3:14])#[N:12].C(=O)([O-])[O-].[K+].[K+], predict the reaction product. The product is: [C:11]([C:13]([C:16]1[CH:17]=[C:18]([CH:30]=[CH:31][CH:32]=1)[C:19]([NH:21][C:22]1[CH:27]=[C:26]([O:28][C:2]2[CH:7]=[CH:6][C:5]([N+:8]([O-:10])=[O:9])=[CH:4][CH:3]=2)[CH:25]=[CH:24][C:23]=1[CH3:29])=[O:20])([CH3:15])[CH3:14])#[N:12].